From a dataset of HIV replication inhibition screening data with 41,000+ compounds from the AIDS Antiviral Screen. Binary Classification. Given a drug SMILES string, predict its activity (active/inactive) in a high-throughput screening assay against a specified biological target. (1) The result is 1 (active). The drug is COc1ccc(C2CC(=O)c3c(O)cc(OC4OC(COC5OC(C)C(O)C(O)C5O)C(O)C(O)C4O)cc3O2)cc1O. (2) The molecule is CCCCCCCCCCCCCCCc1nnc(SCC(=O)O)[nH]1. The result is 0 (inactive). (3) The compound is O=C1NC(=O)C2C(=O)NC(=O)C1C2Cc1ccco1. The result is 0 (inactive). (4) The result is 0 (inactive). The compound is O=C1C(O)C2CCCC23CCCN13. (5) The compound is CCCCCCCCCCCCCCCCOCC(Cl)COP(=O)(O)OP(=O)(O)OCC1OC(n2cc(C)c(=O)[nH]c2=O)CC1O.[NaH]. The result is 0 (inactive).